Dataset: Reaction yield outcomes from USPTO patents with 853,638 reactions. Task: Predict the reaction yield, written as a fraction of the theoretical maximum amount of product (1.0 means a 100% yield; for example, 0.34 means a 34% yield). (1) The reactants are CC(C)([O-])C.[Na+].[Cl:7][C:8]1[N:13]=[C:12]([C:14]2[C:22]3[C:17](=[CH:18][CH:19]=[CH:20][CH:21]=3)[NH:16][CH:15]=2)[C:11]([Cl:23])=[CH:10][N:9]=1.[C:24]1([S:30](Cl)(=[O:32])=[O:31])[CH:29]=[CH:28][CH:27]=[CH:26][CH:25]=1. The catalyst is CN(C=O)C. The product is [C:24]1([S:30]([N:16]2[C:17]3[C:22](=[CH:21][CH:20]=[CH:19][CH:18]=3)[C:14]([C:12]3[C:11]([Cl:23])=[CH:10][N:9]=[C:8]([Cl:7])[N:13]=3)=[CH:15]2)(=[O:32])=[O:31])[CH:29]=[CH:28][CH:27]=[CH:26][CH:25]=1. The yield is 0.460. (2) The reactants are [NH2:1][C:2]1[C:7]2[C:8](=[O:32])[N:9]([C:13]3[CH:18]=[CH:17][C:16]([N:19]4[CH2:23][CH2:22][N:21]([CH2:24][C:25]([O:27]CC)=[O:26])[C:20]4=[O:30])=[C:15]([CH3:31])[CH:14]=3)[CH2:10][CH2:11][O:12][C:6]=2[N:5]=[CH:4][N:3]=1.O[Li].O.Cl. The catalyst is O1CCOCC1.O. The product is [NH2:1][C:2]1[C:7]2[C:8](=[O:32])[N:9]([C:13]3[CH:18]=[CH:17][C:16]([N:19]4[CH2:23][CH2:22][N:21]([CH2:24][C:25]([OH:27])=[O:26])[C:20]4=[O:30])=[C:15]([CH3:31])[CH:14]=3)[CH2:10][CH2:11][O:12][C:6]=2[N:5]=[CH:4][N:3]=1. The yield is 0.0880.